From a dataset of NCI-60 drug combinations with 297,098 pairs across 59 cell lines. Regression. Given two drug SMILES strings and cell line genomic features, predict the synergy score measuring deviation from expected non-interaction effect. (1) Drug 1: CC1C(C(CC(O1)OC2CC(CC3=C2C(=C4C(=C3O)C(=O)C5=C(C4=O)C(=CC=C5)OC)O)(C(=O)C)O)N)O.Cl. Drug 2: CS(=O)(=O)OCCCCOS(=O)(=O)C. Cell line: KM12. Synergy scores: CSS=9.75, Synergy_ZIP=-7.36, Synergy_Bliss=-8.05, Synergy_Loewe=-1.82, Synergy_HSA=-1.58. (2) Drug 1: C1=CC(=CC=C1CCC2=CNC3=C2C(=O)NC(=N3)N)C(=O)NC(CCC(=O)O)C(=O)O. Drug 2: CC1CCCC2(C(O2)CC(NC(=O)CC(C(C(=O)C(C1O)C)(C)C)O)C(=CC3=CSC(=N3)C)C)C. Cell line: HT29. Synergy scores: CSS=39.4, Synergy_ZIP=0.598, Synergy_Bliss=0.542, Synergy_Loewe=1.19, Synergy_HSA=1.64.